From a dataset of Forward reaction prediction with 1.9M reactions from USPTO patents (1976-2016). Predict the product of the given reaction. (1) Given the reactants [CH3:1]C(C)([O-])C.[K+].IC.[CH2:9]([O:16][C:17]1[C:22]([CH2:23][N:24]2[CH2:33][CH2:32][C:31]3[C:26](=[C:27]([Cl:39])[C:28]([CH:35]([OH:38])[CH2:36][CH3:37])=[CH:29][C:30]=3[Cl:34])[C:25]2=[O:40])=[C:21]([CH3:41])[CH:20]=[C:19]([CH3:42])[N:18]=1)[C:10]1[CH:15]=[CH:14][CH:13]=[CH:12][CH:11]=1, predict the reaction product. The product is: [CH2:9]([O:16][C:17]1[C:22]([CH2:23][N:24]2[CH2:33][CH2:32][C:31]3[C:26](=[C:27]([Cl:39])[C:28]([CH:35]([O:38][CH3:1])[CH2:36][CH3:37])=[CH:29][C:30]=3[Cl:34])[C:25]2=[O:40])=[C:21]([CH3:41])[CH:20]=[C:19]([CH3:42])[N:18]=1)[C:10]1[CH:15]=[CH:14][CH:13]=[CH:12][CH:11]=1. (2) Given the reactants Cl[C:2]1[N:7]([CH3:8])[C:6](=[O:9])[CH:5]=[CH:4][CH:3]=1.[Br-].[CH2:11]([Zn+])[C:12]1[CH:17]=[CH:16][CH:15]=[CH:14][CH:13]=1, predict the reaction product. The product is: [CH2:11]([C:2]1[N:7]([CH3:8])[C:6](=[O:9])[CH:5]=[CH:4][CH:3]=1)[C:12]1[CH:17]=[CH:16][CH:15]=[CH:14][CH:13]=1. (3) Given the reactants C[O:2][C:3]1[CH:8]=[CH:7][C:6]([S:9]([N:12]2[CH2:17][CH2:16][O:15][C:14]3[CH:18]=[CH:19][N:20]=[CH:21][C:13]2=3)(=[O:11])=[O:10])=[CH:5][CH:4]=1.B(Br)(Br)Br.C(=O)([O-])O.[Na+].Cl, predict the reaction product. The product is: [O:15]1[CH2:16][CH2:17][N:12]([S:9]([C:6]2[CH:7]=[CH:8][C:3]([OH:2])=[CH:4][CH:5]=2)(=[O:10])=[O:11])[C:13]2[CH:21]=[N:20][CH:19]=[CH:18][C:14]1=2. (4) Given the reactants [NH2:1][C:2]1[CH:3]=[C:4]([CH:19]=[CH:20][C:21]=1[O:22][CH:23]1[CH2:25][CH2:24]1)[C:5]([NH:7][C:8]1[S:9][C:10]([C:13]2[CH:18]=[CH:17][CH:16]=[CH:15][CH:14]=2)=[N:11][N:12]=1)=[O:6].C(N(C(C)C)C(C)C)C.Cl.[CH3:36][N:37]1[CH2:42][CH2:41][N:40]([C:43]2([C:46](O)=[O:47])[CH2:45][CH2:44]2)[CH2:39][CH2:38]1.C1CN([P+](ON2N=NC3C=CC=CC2=3)(N2CCCC2)N2CCCC2)CC1.F[P-](F)(F)(F)(F)F, predict the reaction product. The product is: [CH:23]1([O:22][C:21]2[CH:20]=[CH:19][C:4]([C:5]([NH:7][C:8]3[S:9][C:10]([C:13]4[CH:18]=[CH:17][CH:16]=[CH:15][CH:14]=4)=[N:11][N:12]=3)=[O:6])=[CH:3][C:2]=2[NH:1][C:46]([C:43]2([N:40]3[CH2:39][CH2:38][N:37]([CH3:36])[CH2:42][CH2:41]3)[CH2:45][CH2:44]2)=[O:47])[CH2:24][CH2:25]1. (5) Given the reactants [CH3:1][O:2][C:3]1[CH:25]=[CH:24][C:6]([CH2:7][N:8]2[C:17]3[C:12](=[N:13][CH:14]=[C:15]([N:18]4[CH2:21][C:20](=O)[CH2:19]4)[CH:16]=3)[CH:11]=[CH:10][C:9]2=[O:23])=[CH:5][CH:4]=1.[CH:26]([N:29]1[CH2:34][CH2:33][NH:32][CH2:31][CH2:30]1)([CH3:28])[CH3:27].[BH-](OC(C)=O)(OC(C)=O)OC(C)=O.[Na+], predict the reaction product. The product is: [CH3:1][O:2][C:3]1[CH:25]=[CH:24][C:6]([CH2:7][N:8]2[C:17]3[C:12](=[N:13][CH:14]=[C:15]([N:18]4[CH2:21][CH:20]([N:32]5[CH2:33][CH2:34][N:29]([CH:26]([CH3:28])[CH3:27])[CH2:30][CH2:31]5)[CH2:19]4)[CH:16]=3)[CH:11]=[CH:10][C:9]2=[O:23])=[CH:5][CH:4]=1. (6) Given the reactants [NH2:1][C:2]1[CH:3]=[C:4]([C:8]2[CH:13]=[C:12]([S:14](=[O:27])(=[O:26])[NH:15][C:16](=[O:25])[CH2:17][CH2:18][C:19]3[CH:20]=[N:21][CH:22]=[CH:23][CH:24]=3)[CH:11]=[C:10]([C:28]3[NH:32][C:31]4[CH:33]=[CH:34][C:35]([C:37]([NH2:39])=[NH:38])=[CH:36][C:30]=4[N:29]=3)[C:9]=2[OH:40])[CH:5]=[CH:6][CH:7]=1.C(N(CC)CC)C.[O-:48][C:49]#[N:50].[K+], predict the reaction product. The product is: [OH:40][C:9]1[C:10]([C:28]2[NH:32][C:31]3[CH:33]=[CH:34][C:35]([C:37]([NH2:39])=[NH:38])=[CH:36][C:30]=3[N:29]=2)=[CH:11][C:12]([S:14](=[O:27])(=[O:26])[NH:15][C:16](=[O:25])[CH2:17][CH2:18][C:19]2[CH:20]=[N:21][CH:22]=[CH:23][CH:24]=2)=[CH:13][C:8]=1[C:4]1[CH:5]=[CH:6][CH:7]=[C:2]([NH:1][C:49]([NH2:50])=[O:48])[CH:3]=1. (7) Given the reactants [Cl:1][C:2]1[CH:3]=[C:4]([C@H:9]([N:22]2[C:30](=[O:31])[C:29]3[C:24](=[CH:25][CH:26]=[CH:27][CH:28]=3)[C:23]2=[O:32])[C@H:10]2[CH2:14][CH2:13][CH2:12][N:11]2[C:15](OC(C)(C)C)=O)[CH:5]=[CH:6][C:7]=1[Cl:8].C=O.[BH-](OC(C)=O)(OC(C)=O)OC(C)=O.[Na+], predict the reaction product. The product is: [Cl:1][C:2]1[CH:3]=[C:4]([C@@H:9]([C@H:10]2[CH2:14][CH2:13][CH2:12][N:11]2[CH3:15])[N:22]2[C:23](=[O:32])[C:24]3[C:29](=[CH:28][CH:27]=[CH:26][CH:25]=3)[C:30]2=[O:31])[CH:5]=[CH:6][C:7]=1[Cl:8].